The task is: Predict the reactants needed to synthesize the given product.. This data is from Full USPTO retrosynthesis dataset with 1.9M reactions from patents (1976-2016). (1) The reactants are: [N+:1]([C:4]1[CH:8]=[CH:7][N:6]([CH:9]2[CH2:12][N:11]([C:13]([O:15][C:16]([CH3:19])([CH3:18])[CH3:17])=[O:14])[CH2:10]2)[N:5]=1)([O-])=O. Given the product [NH2:1][C:4]1[CH:8]=[CH:7][N:6]([CH:9]2[CH2:10][N:11]([C:13]([O:15][C:16]([CH3:19])([CH3:18])[CH3:17])=[O:14])[CH2:12]2)[N:5]=1, predict the reactants needed to synthesize it. (2) Given the product [C:15]([O:1][C:2]1([C:9]2[CH:14]=[CH:13][CH:12]=[CH:11][CH:10]=2)[CH:3]=[CH:4][C:5](=[O:8])[CH:6]=[CH:7]1)(=[O:17])[CH3:16], predict the reactants needed to synthesize it. The reactants are: [OH:1][C:2]1([C:9]2[CH:14]=[CH:13][CH:12]=[CH:11][CH:10]=2)[CH:7]=[CH:6][C:5](=[O:8])[CH:4]=[CH:3]1.[C:15](OC(=O)C)(=[O:17])[CH3:16].C(N(CC)CC)C. (3) Given the product [OH:2][CH2:1][C:3]1[CH:8]=[CH:7][C:6]([C:9]2[C:10]([C:15]#[N:16])=[CH:11][CH:12]=[CH:13][CH:14]=2)=[CH:5][C:4]=1[C:17]([F:18])([F:19])[F:20], predict the reactants needed to synthesize it. The reactants are: [CH:1]([C:3]1[CH:8]=[CH:7][C:6]([C:9]2[C:10]([C:15]#[N:16])=[CH:11][CH:12]=[CH:13][CH:14]=2)=[CH:5][C:4]=1[C:17]([F:20])([F:19])[F:18])=[O:2].[BH4-].[Na+]. (4) Given the product [C:38]([O:42][C:43]([N:45]1[CH2:50][CH2:49][CH:48]([NH:51][C:7](=[O:9])[C:6]2[CH:10]=[CH:11][CH:12]=[CH:13][C:5]=2[O:4][C:3]2[CH:14]=[CH:15][C:16]([Cl:18])=[CH:17][C:2]=2[Cl:1])[CH2:47][CH2:46]1)=[O:44])([CH3:41])([CH3:39])[CH3:40], predict the reactants needed to synthesize it. The reactants are: [Cl:1][C:2]1[CH:17]=[C:16]([Cl:18])[CH:15]=[CH:14][C:3]=1[O:4][C:5]1[CH:13]=[CH:12][CH:11]=[CH:10][C:6]=1[C:7]([OH:9])=O.Cl.CN(C)CCCN=C=NCC.C(N(CC)CC)C.[C:38]([O:42][C:43]([N:45]1[CH2:50][CH2:49][CH:48]([NH2:51])[CH2:47][CH2:46]1)=[O:44])([CH3:41])([CH3:40])[CH3:39]. (5) Given the product [NH2:24][C:13]1[CH:12]=[C:11]([C:5]2[CH:6]=[CH:7][C:8]([F:10])=[CH:9][C:4]=2[F:3])[CH:23]=[CH:22][C:14]=1[C:15]([O:17][C:18]([CH3:21])([CH3:20])[CH3:19])=[O:16], predict the reactants needed to synthesize it. The reactants are: CO.[F:3][C:4]1[CH:9]=[C:8]([F:10])[CH:7]=[CH:6][C:5]=1[C:11]1[CH:23]=[CH:22][C:14]([C:15]([O:17][C:18]([CH3:21])([CH3:20])[CH3:19])=[O:16])=[C:13]([N+:24]([O-])=O)[CH:12]=1. (6) Given the product [Cl:1][C:2]1[CH:9]=[C:8]([NH:11][C@H:12]2[CH2:16][CH2:15][N:14]([C:17]([O:19][C:20]([CH3:23])([CH3:22])[CH3:21])=[O:18])[CH2:13]2)[CH:7]=[CH:6][C:3]=1[C:4]#[N:5], predict the reactants needed to synthesize it. The reactants are: [Cl:1][C:2]1[CH:9]=[C:8](F)[CH:7]=[CH:6][C:3]=1[C:4]#[N:5].[NH2:11][C@H:12]1[CH2:16][CH2:15][N:14]([C:17]([O:19][C:20]([CH3:23])([CH3:22])[CH3:21])=[O:18])[CH2:13]1.C([O-])(O)=O.[Na+]. (7) Given the product [NH2:10][CH2:11][CH2:12][CH2:13][CH2:14][C@H:15]([NH:23][C:24]([CH:26]1[CH2:27][CH2:28][CH2:29][CH2:30]1)=[O:25])[C:16]([C:17]1[S:18][CH:19]=[CH:20][N:21]=1)=[O:22], predict the reactants needed to synthesize it. The reactants are: C(OC(=O)[NH:10][CH2:11][CH2:12][CH2:13][CH2:14][C@H:15]([NH:23][C:24]([CH:26]1[CH2:30][CH2:29][CH2:28][CH2:27]1)=[O:25])[C:16](=[O:22])[C:17]1[S:18][CH:19]=[CH:20][N:21]=1)C1C=CC=CC=1.Br.CC(O)=O.